Dataset: Reaction yield outcomes from USPTO patents with 853,638 reactions. Task: Predict the reaction yield, written as a fraction of the theoretical maximum amount of product (1.0 means a 100% yield; for example, 0.34 means a 34% yield). The reactants are [C:1]1([C:8]2[CH:13]=[CH:12][CH:11]=[CH:10][CH:9]=2)[CH:6]=[CH:5][C:4]([OH:7])=[CH:3][CH:2]=1.C([O-])([O-])=O.[K+].[K+].Cl[CH2:21][C:22]([O:24][CH2:25][CH3:26])=[O:23].CN(C=O)C. The catalyst is O. The product is [C:1]1([C:8]2[CH:13]=[CH:12][CH:11]=[CH:10][CH:9]=2)[CH:2]=[CH:3][C:4]([O:7][CH2:21][C:22]([O:24][CH2:25][CH3:26])=[O:23])=[CH:5][CH:6]=1. The yield is 0.940.